From a dataset of Full USPTO retrosynthesis dataset with 1.9M reactions from patents (1976-2016). Predict the reactants needed to synthesize the given product. (1) Given the product [OH:14][NH:13][C:2](=[O:3])[O:4][CH2:5][C:6]1[CH:11]=[CH:10][CH:9]=[CH:8][CH:7]=1, predict the reactants needed to synthesize it. The reactants are: Cl[C:2]([O:4][CH2:5][C:6]1[CH:11]=[CH:10][CH:9]=[CH:8][CH:7]=1)=[O:3].Cl.[NH2:13][OH:14].C(=O)([O-])[O-].[Na+].[Na+]. (2) Given the product [CH:33]1([NH:39][C:3]([C:4]2[CH:10]=[C:11]([C:13]3[CH:18]=[C:17]([C:19]([F:22])([F:21])[F:20])[CH:16]=[CH:15][C:14]=3[F:23])[N:24]([CH2:25][CH:26]3[CH2:31][CH2:30][CH:29]([OH:32])[CH2:28][CH2:27]3)[C:5]=2[CH3:6])=[O:2])[CH2:38][CH2:37][CH2:36][CH2:35][CH2:34]1, predict the reactants needed to synthesize it. The reactants are: C[O:2][C:3](=O)[CH2:4][C:5](=O)[CH3:6].Br[CH2:10][C:11]([C:13]1[CH:18]=[C:17]([C:19]([F:22])([F:21])[F:20])[CH:16]=[CH:15][C:14]=1[F:23])=O.[NH2:24][CH2:25][C@H:26]1[CH2:31][CH2:30][C@H:29]([OH:32])[CH2:28][CH2:27]1.[CH:33]1([NH2:39])[CH2:38][CH2:37][CH2:36][CH2:35][CH2:34]1. (3) Given the product [NH2:20][C:18]1[N:17]([CH3:21])[N:16]=[C:15]([C:12]2[CH:13]=[CH:14][C:9]([OH:8])=[CH:10][CH:11]=2)[CH:19]=1, predict the reactants needed to synthesize it. The reactants are: C([O:8][C:9]1[CH:14]=[CH:13][C:12]([C:15]2[CH:19]=[C:18]([NH2:20])[N:17]([CH3:21])[N:16]=2)=[CH:11][CH:10]=1)C1C=CC=CC=1. (4) Given the product [N:27]1([C:19]([N:16]2[CH2:17][CH2:18][CH:13]([O:12][CH:4]([C:5]3[CH:6]=[CH:7][C:8]([Cl:11])=[CH:9][CH:10]=3)[C:3]3[CH:22]=[CH:23][C:24]([Cl:26])=[CH:25][C:2]=3[Cl:1])[CH2:14][CH2:15]2)=[O:20])[CH2:32][CH2:31][CH2:30][CH2:29][CH2:28]1, predict the reactants needed to synthesize it. The reactants are: [Cl:1][C:2]1[CH:25]=[C:24]([Cl:26])[CH:23]=[CH:22][C:3]=1[CH:4]([O:12][CH:13]1[CH2:18][CH2:17][N:16]([C:19](Cl)=[O:20])[CH2:15][CH2:14]1)[C:5]1[CH:10]=[CH:9][C:8]([Cl:11])=[CH:7][CH:6]=1.[NH:27]1[CH2:32][CH2:31][CH2:30][CH2:29][CH2:28]1. (5) Given the product [CH3:16][C:15]1([N+:17]([O-:19])=[O:18])[CH:14]([C:10]2[CH:11]=[CH:12][CH:13]=[C:8]([N+:5]([O-:7])=[O:6])[CH:9]=2)[O:1]1, predict the reactants needed to synthesize it. The reactants are: [OH-:1].[Na+].OO.[N+:5]([C:8]1[CH:13]=[CH:12][CH:11]=[C:10](/[CH:14]=[C:15](\[N+:17]([O-:19])=[O:18])/[CH3:16])[CH:9]=1)([O-:7])=[O:6].Cl. (6) Given the product [C:16]([O:15][C:13]([N:10]1[CH2:11][CH2:12][CH:7]([CH2:6][CH2:5][CH2:4][O:3][C:21]2[CH:22]=[CH:23][C:24]([S:28]([CH3:31])(=[O:29])=[O:30])=[C:25]([CH3:27])[N:26]=2)[CH2:8][CH2:9]1)=[O:14])([CH3:19])([CH3:18])[CH3:17], predict the reactants needed to synthesize it. The reactants are: [H-].[Na+].[OH:3][CH2:4][CH2:5][CH2:6][CH:7]1[CH2:12][CH2:11][N:10]([C:13]([O:15][C:16]([CH3:19])([CH3:18])[CH3:17])=[O:14])[CH2:9][CH2:8]1.F[C:21]1[N:26]=[C:25]([CH3:27])[C:24]([S:28]([CH3:31])(=[O:30])=[O:29])=[CH:23][CH:22]=1.